This data is from Cav3 T-type calcium channel HTS with 100,875 compounds. The task is: Binary Classification. Given a drug SMILES string, predict its activity (active/inactive) in a high-throughput screening assay against a specified biological target. (1) The drug is s1c(c2nc3n(nc(n3)C(=O)NCc3occc3)c(c2)C(F)(F)F)ccc1. The result is 0 (inactive). (2) The molecule is O=c1[nH]c2c(c(CN(c3ccccc3)C(=O)C)c1)cccc2. The result is 0 (inactive). (3) The drug is Clc1c(OCc2c(oc(c2)C(O)=O)C)cccc1. The result is 0 (inactive). (4) The drug is O1C(CC(=O)NCCCN(CCCC)CCCC)C(=O)Nc2c1ccc(c2)C. The result is 0 (inactive).